This data is from Forward reaction prediction with 1.9M reactions from USPTO patents (1976-2016). The task is: Predict the product of the given reaction. (1) The product is: [CH3:18][N:17]([CH3:20])[CH2:15][CH2:16][N:2]1[CH:3]=[C:4]([B:6]2[O:7][C:8]([CH3:9])([CH3:10])[C:11]([CH3:13])([CH3:12])[O:14]2)[CH:5]=[N:1]1. Given the reactants [NH:1]1[CH:5]=[C:4]([B:6]2[O:14][C:11]([CH3:13])([CH3:12])[C:8]([CH3:10])([CH3:9])[O:7]2)[CH:3]=[N:2]1.[CH2:15]([N:17]([CH2:20]C)[CH2:18]C)[CH3:16], predict the reaction product. (2) Given the reactants [NH2:1][C:2]1[C:3]([C:7]2[N:8]([C:16]3[CH:21]=[CH:20][C:19]([OH:22])=[CH:18][CH:17]=3)[C:9]3[CH:14]=[CH:13][N:12]=[CH:11][C:10]=3[N:15]=2)=[N:4][O:5][N:6]=1.O[CH:24]1[CH2:29][CH2:28][N:27]([C:30]([O:32][C:33]([CH3:36])([CH3:35])[CH3:34])=[O:31])[CH2:26][CH2:25]1.C1(P(C2C=CC=CC=2)C2C=CC=CC=2)C=CC=CC=1.N(C(OC(C)C)=O)=NC(OC(C)C)=O, predict the reaction product. The product is: [NH2:1][C:2]1[C:3]([C:7]2[N:8]([C:16]3[CH:21]=[CH:20][C:19]([O:22][CH:24]4[CH2:29][CH2:28][N:27]([C:30]([O:32][C:33]([CH3:36])([CH3:35])[CH3:34])=[O:31])[CH2:26][CH2:25]4)=[CH:18][CH:17]=3)[C:9]3[CH:14]=[CH:13][N:12]=[CH:11][C:10]=3[N:15]=2)=[N:4][O:5][N:6]=1. (3) Given the reactants O=C1C2C(=CC=CC=2)C(=O)[N:3]1[CH2:12][C:13]([O:15][C:16]([CH3:47])([CH3:46])[CH2:17][N:18]1[C:30]2[C:29]3[CH:28]=[CH:27][CH:26]=[CH:25][C:24]=3[N:23]=[C:22]([N:31]3C(=O)C4C(=CC=CC=4)C3=O)[C:21]=2[N:20]=[C:19]1[CH2:42][O:43][CH2:44][CH3:45])=[O:14].NN.O.Cl, predict the reaction product. The product is: [NH2:3][CH2:12][C:13]([O:15][C:16]([CH3:46])([CH3:47])[CH2:17][N:18]1[C:30]2[C:29]3[CH:28]=[CH:27][CH:26]=[CH:25][C:24]=3[N:23]=[C:22]([NH2:31])[C:21]=2[N:20]=[C:19]1[CH2:42][O:43][CH2:44][CH3:45])=[O:14]. (4) Given the reactants [CH2:1]([O:3][C:4]([C@@H:6]1[C@H:8]([C:9]2[CH:14]=[CH:13][CH:12]=[CH:11][CH:10]=2)[C@H:7]1[C:15]1[CH:20]=[CH:19][CH:18]=[CH:17][C:16]=1[N+:21]([O-])=O)=[O:5])[CH3:2], predict the reaction product. The product is: [CH2:1]([O:3][C:4]([C@@H:6]1[C@H:8]([C:9]2[CH:10]=[CH:11][CH:12]=[CH:13][CH:14]=2)[C@H:7]1[C:15]1[CH:20]=[CH:19][CH:18]=[CH:17][C:16]=1[NH2:21])=[O:5])[CH3:2]. (5) Given the reactants [Cl-].O[NH3+:3].[C:4](=[O:7])([O-])[OH:5].[Na+].CS(C)=O.[CH2:13]([C:17]1[N:18]=[C:19]([CH3:49])[N:20]([C:40]2[CH:45]=[CH:44][CH:43]=[C:42]([CH:46]([OH:48])[CH3:47])[CH:41]=2)[C:21](=[O:39])[C:22]=1[CH2:23][C:24]1[CH:29]=[CH:28][C:27]([C:30]2[C:31]([C:36]#[N:37])=[CH:32][CH:33]=[CH:34][CH:35]=2)=[CH:26][C:25]=1[F:38])[CH2:14][CH2:15][CH3:16], predict the reaction product. The product is: [CH2:13]([C:17]1[N:18]=[C:19]([CH3:49])[N:20]([C:40]2[CH:45]=[CH:44][CH:43]=[C:42]([CH:46]([OH:48])[CH3:47])[CH:41]=2)[C:21](=[O:39])[C:22]=1[CH2:23][C:24]1[CH:29]=[CH:28][C:27]([C:30]2[CH:35]=[CH:34][CH:33]=[CH:32][C:31]=2[C:36]2[NH:3][C:4](=[O:7])[O:5][N:37]=2)=[CH:26][C:25]=1[F:38])[CH2:14][CH2:15][CH3:16]. (6) The product is: [C:26]1([C:46]2[CH:51]=[CH:50][CH:49]=[CH:48][CH:47]=2)[CH:27]=[CH:28][C:23]([N:17]2[C:18]([CH2:19][CH2:20][CH2:21][CH3:22])=[C:14]([C:11]3[CH:12]=[CH:13][C:8]([C:6]([O:5][C:1]([CH3:3])([CH3:4])[CH3:2])=[O:7])=[CH:9][C:10]=3[C:34]([N:36]3[CH2:45][CH2:44][C:43]4[C:38](=[CH:39][CH:40]=[CH:41][CH:42]=4)[CH2:37]3)=[O:35])[C:15]([C:29]([O:31][CH2:32][CH3:33])=[O:30])=[N:16]2)=[CH:24][CH:25]=1. Given the reactants [C:1]([O:5][C:6]([C:8]1[CH:13]=[CH:12][C:11]([C:14]2[C:15]([C:29]([O:31][CH2:32][CH3:33])=[O:30])=[N:16][N:17]([C:23]3[CH:28]=[CH:27][CH:26]=[CH:25][CH:24]=3)[C:18]=2[CH2:19][CH2:20][CH2:21][CH3:22])=[C:10]([C:34]([N:36]2[CH2:45][CH2:44][C:43]3[C:38](=[CH:39][CH:40]=[CH:41][CH:42]=3)[CH2:37]2)=[O:35])[CH:9]=1)=[O:7])([CH3:4])([CH3:3])[CH3:2].[C:46]1([C:46]2[CH:51]=[CH:50][CH:49]=[CH:48][CH:47]=2)[CH:51]=[CH:50][C:49](N/N=C/C(OCC)=O)=[CH:48][CH:47]=1.[N+](C(CCCC)=CC1C=CC(C(OC(C)(C)C)=O)=CC=1C(N1CCC2C(=CC=CC=2)C1)=O)([O-])=O, predict the reaction product.